From a dataset of Reaction yield outcomes from USPTO patents with 853,638 reactions. Predict the reaction yield, written as a fraction of the theoretical maximum amount of product (1.0 means a 100% yield; for example, 0.34 means a 34% yield). (1) The reactants are [CH2:1]([NH:8][C:9]([C:11]1[C:12](=[O:22])[N:13]([CH2:18][CH2:19][CH2:20][CH3:21])[CH:14]=[C:15](I)[CH:16]=1)=[O:10])[C:2]1[CH:7]=[CH:6][CH:5]=[CH:4][CH:3]=1.[C:23]1(OB(O)O)[CH:28]=[CH:27][CH:26]=[CH:25][CH:24]=1.C(=O)([O-])[O-].[K+].[K+].[Cl-].[NH4+]. The catalyst is CN(C=O)C.C1C=CC([P]([Pd]([P](C2C=CC=CC=2)(C2C=CC=CC=2)C2C=CC=CC=2)([P](C2C=CC=CC=2)(C2C=CC=CC=2)C2C=CC=CC=2)[P](C2C=CC=CC=2)(C2C=CC=CC=2)C2C=CC=CC=2)(C2C=CC=CC=2)C2C=CC=CC=2)=CC=1.C(OCC)(=O)C. The product is [CH2:1]([NH:8][C:9]([C:11]1[C:12](=[O:22])[N:13]([CH2:18][CH2:19][CH2:20][CH3:21])[CH:14]=[C:15]([C:23]2[CH:28]=[CH:27][CH:26]=[CH:25][CH:24]=2)[CH:16]=1)=[O:10])[C:2]1[CH:7]=[CH:6][CH:5]=[CH:4][CH:3]=1. The yield is 0.880. (2) The reactants are Cl.[NH:2]1[CH2:7][CH2:6][CH2:5][C@H:4]([N:8]2[C:12]3=[C:13]4[S:19][CH:18]=[CH:17][C:14]4=[N:15][CH:16]=[C:11]3[N:10]=[C:9]2[C@H:20]([OH:22])[CH3:21])[CH2:3]1.C(N(CC)CC)C.[CH:30]1[CH:35]=[CH:34][C:33]([CH2:36][CH2:37][C:38](Cl)=[O:39])=[CH:32][CH:31]=1. The catalyst is CN(C)C=O. The product is [C:33]1([CH2:36][CH2:37][C:38]([N:2]2[CH2:7][CH2:6][CH2:5][C@H:4]([N:8]3[C:12]4=[C:13]5[S:19][CH:18]=[CH:17][C:14]5=[N:15][CH:16]=[C:11]4[N:10]=[C:9]3[CH:20]([OH:22])[CH3:21])[CH2:3]2)=[O:39])[CH:34]=[CH:35][CH:30]=[CH:31][CH:32]=1. The yield is 0.340. (3) The reactants are [CH2:1]([O:8][CH2:9][C@@H:10]([NH:14][C:15](=[O:27])[C:16]([NH:19][C:20]([O:22][C:23]([CH3:26])([CH3:25])[CH3:24])=[O:21])([CH3:18])[CH3:17])[C:11](O)=[O:12])[C:2]1[CH:7]=[CH:6][CH:5]=[CH:4][CH:3]=1.[F:28][C:29]1[CH:34]=[CH:33][C:32]([CH:35]2[C:39]3([CH2:44][CH2:43][CH2:42][NH:41][CH2:40]3)[C:38](=[O:45])[N:37]([CH3:46])[CH2:36]2)=[CH:31][CH:30]=1.C(P1(=O)OP(CCC)(=O)OP(CCC)(=O)O1)CC. The catalyst is CC#N.C(=O)(O)[O-].[Na+].C(Cl)Cl. The product is [CH2:1]([O:8][CH2:9][C@@H:10]([NH:14][C:15](=[O:27])[C:16]([NH:19][C:20](=[O:21])[O:22][C:23]([CH3:24])([CH3:26])[CH3:25])([CH3:18])[CH3:17])[C:11]([N:41]1[CH2:42][CH2:43][CH2:44][C:39]2([C:38](=[O:45])[N:37]([CH3:46])[CH2:36][CH:35]2[C:32]2[CH:33]=[CH:34][C:29]([F:28])=[CH:30][CH:31]=2)[CH2:40]1)=[O:12])[C:2]1[CH:3]=[CH:4][CH:5]=[CH:6][CH:7]=1. The yield is 0.970. (4) No catalyst specified. The product is [CH2:13]([O:12][P:1]([CH2:18][C:19]([O:21][CH2:22][CH3:23])=[O:20])([O:2][CH2:3][CH2:4][CH2:5][CH3:6])=[O:7])[CH2:14][CH2:15][CH3:16]. The yield is 0.880. The reactants are [P:1]([O:12][CH2:13][CH2:14][CH2:15][CH3:16])([O:7]CCCC)[O:2][CH2:3][CH2:4][CH2:5][CH3:6].Br[CH2:18][C:19]([O:21][CH2:22][CH3:23])=[O:20].BrCCCC. (5) The reactants are CN(C(ON1N=NC2C=CC=CC1=2)=[N+](C)C)C.[B-](F)(F)(F)F.[C:23]([O:27][C:28]([NH:30][CH:31]([C:35]([F:38])([F:37])[F:36])[C:32]([OH:34])=O)=[O:29])([CH3:26])([CH3:25])[CH3:24].C[N:40]1[CH2:45][CH2:44][O:43]C[CH2:41]1.Cl.OC1CN(O)C1. The catalyst is C(Cl)Cl. The product is [F:36][C:35]([F:38])([F:37])[CH:31]([NH:30][C:28](=[O:29])[O:27][C:23]([CH3:24])([CH3:25])[CH3:26])[C:32]([N:40]1[CH2:45][CH:44]([OH:43])[CH2:41]1)=[O:34]. The yield is 0.970.